This data is from Forward reaction prediction with 1.9M reactions from USPTO patents (1976-2016). The task is: Predict the product of the given reaction. (1) Given the reactants [CH2:1](Br)[C:2]1[CH:7]=[CH:6][CH:5]=[CH:4][CH:3]=1.[Cl:9][C:10]1[C:26]2[C:14](=[C:15]([CH3:28])[C:16]3[NH:17][C:18]4[CH:19]=[CH:20][C:21]([OH:27])=[CH:22][C:23]=4[C:24]=3[CH:25]=2)[CH:13]=[CH:12][N:11]=1.CN(C=O)C.C([O-])([O-])=O.[K+].[K+], predict the reaction product. The product is: [Cl:9][C:10]1[C:26]2[C:14](=[C:15]([CH3:28])[C:16]3[NH:17][C:18]4[CH:19]=[CH:20][C:21]([O:27][CH2:1][C:2]5[CH:7]=[CH:6][CH:5]=[CH:4][CH:3]=5)=[CH:22][C:23]=4[C:24]=3[CH:25]=2)[CH:13]=[CH:12][N:11]=1. (2) Given the reactants [CH3:1][N:2]([CH3:19])[CH2:3][CH2:4][O:5][C:6]1[CH:11]=[C:10]([C:12]([F:15])([F:14])[F:13])[CH:9]=[C:8]([N+:16]([O-])=O)[CH:7]=1, predict the reaction product. The product is: [CH3:1][N:2]([CH3:19])[CH2:3][CH2:4][O:5][C:6]1[CH:7]=[C:8]([CH:9]=[C:10]([C:12]([F:13])([F:14])[F:15])[CH:11]=1)[NH2:16].